Task: Predict the reaction yield, written as a fraction of the theoretical maximum amount of product (1.0 means a 100% yield; for example, 0.34 means a 34% yield).. Dataset: Reaction yield outcomes from USPTO patents with 853,638 reactions The reactants are [OH:1][C:2]1[CH:7]=[C:6]([OH:8])[C:5]([CH:9]([CH3:11])[CH3:10])=[CH:4][C:3]=1[C:12]1[O:16][N:15]=[C:14]([C:17]([NH:19][CH2:20][CH3:21])=[O:18])[C:13]=1[C:22]1[N:26]=[C:25]([CH3:27])[O:24][N:23]=1.[C:28]1(=[O:35])[O:34][C:32](=[O:33])[CH2:31][CH2:30][CH2:29]1. The catalyst is CN(C)C1C=CN=CC=1. The product is [CH2:20]([NH:19][C:17]([C:14]1[C:13]([C:22]2[N:26]=[C:25]([CH3:27])[O:24][N:23]=2)=[C:12]([C:3]2[C:2]([OH:1])=[CH:7][C:6]([O:8][C:28](=[O:35])[CH2:29][CH2:30][CH2:31][C:32]([OH:34])=[O:33])=[C:5]([CH:9]([CH3:10])[CH3:11])[CH:4]=2)[O:16][N:15]=1)=[O:18])[CH3:21]. The yield is 0.600.